Dataset: Peptide-MHC class II binding affinity with 134,281 pairs from IEDB. Task: Regression. Given a peptide amino acid sequence and an MHC pseudo amino acid sequence, predict their binding affinity value. This is MHC class II binding data. (1) The peptide sequence is KNPVVDGNPTVDIEEHHHHHH. The MHC is DRB1_1101 with pseudo-sequence DRB1_1101. The binding affinity (normalized) is 0.249. (2) The peptide sequence is EIYKRWIIMG. The MHC is DRB1_0101 with pseudo-sequence DRB1_0101. The binding affinity (normalized) is 0.156. (3) The peptide sequence is TLWQRPLVTIKIGGQLREAL. The MHC is HLA-DPA10201-DPB10501 with pseudo-sequence HLA-DPA10201-DPB10501. The binding affinity (normalized) is 0.459. (4) The peptide sequence is TTLLRALGAQKEAIS. The MHC is DRB5_0101 with pseudo-sequence DRB5_0101. The binding affinity (normalized) is 0.719. (5) The peptide sequence is CGYLMFLGGVKPTHI. The MHC is HLA-DQA10201-DQB10402 with pseudo-sequence HLA-DQA10201-DQB10402. The binding affinity (normalized) is 0.375. (6) The binding affinity (normalized) is 0.681. The MHC is DRB4_0101 with pseudo-sequence DRB4_0103. The peptide sequence is LWEVKSAKPLTGPMN. (7) The peptide sequence is AWMSAAATQAEQAAT. The MHC is HLA-DPA10201-DPB10501 with pseudo-sequence HLA-DPA10201-DPB10501. The binding affinity (normalized) is 0.177. (8) The peptide sequence is WNFAGIEAAASAIQG. The MHC is HLA-DQA10101-DQB10501 with pseudo-sequence HLA-DQA10101-DQB10501. The binding affinity (normalized) is 0.0452.